This data is from Reaction yield outcomes from USPTO patents with 853,638 reactions. The task is: Predict the reaction yield, written as a fraction of the theoretical maximum amount of product (1.0 means a 100% yield; for example, 0.34 means a 34% yield). (1) The reactants are [Cl:1][C:2]1[CH:3]=[C:4]([C:9](=O)[CH2:10][C:11](=O)[C:12]([O:14][CH2:15][CH3:16])=[O:13])[CH:5]=[CH:6][C:7]=1[F:8].[CH3:19][O:20][C:21]1[CH:22]=[C:23]([NH:33][C:34]2[NH:38][C:37]([NH2:39])=[N:36][N:35]=2)[CH:24]=[CH:25][C:26]=1[N:27]1[CH:31]=[C:30]([CH3:32])[N:29]=[CH:28]1. The catalyst is C(O)(=O)C. The product is [Cl:1][C:2]1[CH:3]=[C:4]([C:9]2[N:36]3[N:35]=[C:34]([NH:33][C:23]4[CH:24]=[CH:25][C:26]([N:27]5[CH:31]=[C:30]([CH3:32])[N:29]=[CH:28]5)=[C:21]([O:20][CH3:19])[CH:22]=4)[N:38]=[C:37]3[N:39]=[C:11]([C:12]([O:14][CH2:15][CH3:16])=[O:13])[CH:10]=2)[CH:5]=[CH:6][C:7]=1[F:8]. The yield is 0.0300. (2) The reactants are [Cl:1][C:2]1[N:7]=[C:6]([C:8]2[S:12][C:11]([N:13]3[CH2:18][CH2:17][O:16][CH2:15][CH2:14]3)=[N:10][C:9]=2[C:19]2[C:20]([F:32])=[C:21]([NH:25]C(=O)OCC=C)[CH:22]=[CH:23][CH:24]=2)[CH:5]=[CH:4][N:3]=1.CC(O)=O.C([SnH](CCCC)CCCC)CCC. The catalyst is C(Cl)Cl.Cl[Pd](Cl)([P](C1C=CC=CC=1)(C1C=CC=CC=1)C1C=CC=CC=1)[P](C1C=CC=CC=1)(C1C=CC=CC=1)C1C=CC=CC=1. The product is [Cl:1][C:2]1[N:7]=[C:6]([C:8]2[S:12][C:11]([N:13]3[CH2:14][CH2:15][O:16][CH2:17][CH2:18]3)=[N:10][C:9]=2[C:19]2[C:20]([F:32])=[C:21]([CH:22]=[CH:23][CH:24]=2)[NH2:25])[CH:5]=[CH:4][N:3]=1. The yield is 0.916.